This data is from Forward reaction prediction with 1.9M reactions from USPTO patents (1976-2016). The task is: Predict the product of the given reaction. (1) Given the reactants [ClH:1].Cl.[NH2:3][C@@H:4]1[CH2:6][C@H:5]1[C:7]1[CH:8]=[C:9]([CH:19]=[CH:20][CH:21]=1)[C:10]([NH:12][C:13]1[S:14][C:15]([CH3:18])=[N:16][N:17]=1)=[O:11].C(OC(N[C@@H]1C[C@H]1C1C=[C:35]([CH:40]=[CH:41][CH:42]=1)C(OC)=O)=O)(C)(C)C.C(=O)([O-])O.[Na+].[BH4-].[Na+], predict the reaction product. The product is: [ClH:1].[CH:35]1([NH:3][C@@H:4]2[CH2:6][C@H:5]2[C:7]2[CH:8]=[C:9]([CH:19]=[CH:20][CH:21]=2)[C:10]([NH:12][C:13]2[S:14][C:15]([CH3:18])=[N:16][N:17]=2)=[O:11])[CH2:40][CH2:41][CH2:42]1. (2) Given the reactants [F:1][C:2]1[CH:7]=[CH:6][C:5]([C:8]2[C:13]3[C:14](=[O:30])[N:15]4[CH2:22][CH2:21][N:20](C(OC(C)(C)C)=O)[CH2:19][CH:16]4[CH2:17][O:18][C:12]=3[CH:11]=[CH:10][CH:9]=2)=[CH:4][CH:3]=1.C(OCC)(=O)C.[ClH:37], predict the reaction product. The product is: [ClH:37].[F:1][C:2]1[CH:7]=[CH:6][C:5]([C:8]2[C:13]3[C:14](=[O:30])[N:15]4[CH2:22][CH2:21][NH:20][CH2:19][CH:16]4[CH2:17][O:18][C:12]=3[CH:11]=[CH:10][CH:9]=2)=[CH:4][CH:3]=1.